Dataset: Peptide-MHC class I binding affinity with 185,985 pairs from IEDB/IMGT. Task: Regression. Given a peptide amino acid sequence and an MHC pseudo amino acid sequence, predict their binding affinity value. This is MHC class I binding data. The peptide sequence is YPAEITLTW. The binding affinity (normalized) is 0.0847. The MHC is HLA-A02:01 with pseudo-sequence HLA-A02:01.